Dataset: Full USPTO retrosynthesis dataset with 1.9M reactions from patents (1976-2016). Task: Predict the reactants needed to synthesize the given product. (1) Given the product [CH3:1][NH:2][CH2:12][C@@H:13]([NH:21][C:22]([N:24]1[CH2:29][CH2:28][CH2:27][C@@H:26]([C@H:30]([C:39]2[CH:40]=[CH:41][CH:42]=[CH:43][CH:44]=2)[O:31][CH2:32][CH2:33][NH:34][C:35](=[O:38])[O:36][CH3:37])[CH2:25]1)=[O:23])[CH2:14][CH:15]1[CH2:16][CH2:17][O:18][CH2:19][CH2:20]1, predict the reactants needed to synthesize it. The reactants are: [CH3:1][N:2]([CH2:12][C@@H:13]([NH:21][C:22]([N:24]1[CH2:29][CH2:28][CH2:27][C@@H:26]([C@H:30]([C:39]2[CH:44]=[CH:43][CH:42]=[CH:41][CH:40]=2)[O:31][CH2:32][CH2:33][NH:34][C:35](=[O:38])[O:36][CH3:37])[CH2:25]1)=[O:23])[CH2:14][CH:15]1[CH2:20][CH2:19][O:18][CH2:17][CH2:16]1)C(OCC[Si](C)(C)C)=O.CCN(CC)CC.C(O)=O. (2) Given the product [CH2:1]([N:5]([CH2:6][C:7]1[S:8][C:9]([C:12]2[CH:17]=[CH:16][CH:15]=[C:14]([S:18]([CH3:21])(=[O:20])=[O:19])[CH:13]=2)=[CH:10][CH:11]=1)[S:23]([CH3:22])(=[O:25])=[O:24])[CH:2]([CH3:4])[CH3:3], predict the reactants needed to synthesize it. The reactants are: [CH2:1]([NH:5][CH2:6][C:7]1[S:8][C:9]([C:12]2[CH:17]=[CH:16][CH:15]=[C:14]([S:18]([CH3:21])(=[O:20])=[O:19])[CH:13]=2)=[CH:10][CH:11]=1)[CH:2]([CH3:4])[CH3:3].[CH3:22][S:23](Cl)(=[O:25])=[O:24].C(N(CC)C(C)C)(C)C.